Predict the product of the given reaction. From a dataset of Forward reaction prediction with 1.9M reactions from USPTO patents (1976-2016). (1) Given the reactants [Cl:1][C:2]1[N:3](C2CCCCO2)[C:4]2[C:9]([N:10]=1)=[C:8]([C:11]1[CH:16]=[CH:15][C:14]([CH3:17])=[CH:13][C:12]=1[CH3:18])[N:7]=[C:6]([S:19][CH3:20])[N:5]=2, predict the reaction product. The product is: [Cl:1][C:2]1[NH:3][C:4]2[C:9]([N:10]=1)=[C:8]([C:11]1[CH:16]=[CH:15][C:14]([CH3:17])=[CH:13][C:12]=1[CH3:18])[N:7]=[C:6]([S:19][CH3:20])[N:5]=2. (2) Given the reactants [CH3:1][N:2]1[CH2:7][CH:6]=[C:5]([C:8]2[C:16]3[C:11](=[N:12][CH:13]=[CH:14][CH:15]=3)[NH:10][CH:9]=2)[CH2:4][CH2:3]1.[F:17][C:18]1[CH:23]=[CH:22][C:21]([S:24](Cl)(=[O:26])=[O:25])=[CH:20][CH:19]=1, predict the reaction product. The product is: [F:17][C:18]1[CH:23]=[CH:22][C:21]([S:24]([N:10]2[C:11]3[C:16](=[CH:15][CH:14]=[CH:13][N:12]=3)[C:8]([C:5]3[CH2:4][CH2:3][N:2]([CH3:1])[CH2:7][CH:6]=3)=[CH:9]2)(=[O:26])=[O:25])=[CH:20][CH:19]=1. (3) Given the reactants FC(F)(F)C(O)=O.[CH3:8][O:9][C:10](=[O:32])[CH2:11][C:12]1[C:21]([CH3:22])=[C:20]([C:23]([N:25]2[CH2:30][CH2:29][NH:28][CH2:27][CH2:26]2)=[O:24])[C:19]2[C:14](=[CH:15][CH:16]=[C:17]([F:31])[CH:18]=2)[CH:13]=1.[CH2:33]([S:35](Cl)(=[O:37])=[O:36])[CH3:34].C(N(CC)CC)C, predict the reaction product. The product is: [CH3:8][O:9][C:10](=[O:32])[CH2:11][C:12]1[C:21]([CH3:22])=[C:20]([C:23]([N:25]2[CH2:30][CH2:29][N:28]([S:35]([CH2:33][CH3:34])(=[O:37])=[O:36])[CH2:27][CH2:26]2)=[O:24])[C:19]2[C:14](=[CH:15][CH:16]=[C:17]([F:31])[CH:18]=2)[CH:13]=1. (4) Given the reactants [CH:1]1[C:10]2[C:5](=[C:6]([NH:11][CH:12]3[CH2:17][CH2:16][C:15](=O)[CH2:14][CH2:13]3)[CH:7]=[CH:8][CH:9]=2)[CH:4]=[CH:3][N:2]=1.[CH2:19]([NH2:22])[CH2:20][CH3:21].C(O[BH-](OC(=O)C)OC(=O)C)(=O)C.[Na+].Cl.CO, predict the reaction product. The product is: [CH:1]1[C:10]2[C:5](=[C:6]([NH:11][CH:12]3[CH2:17][CH2:16][CH:15]([NH:22][CH2:19][CH2:20][CH3:21])[CH2:14][CH2:13]3)[CH:7]=[CH:8][CH:9]=2)[CH:4]=[CH:3][N:2]=1. (5) Given the reactants C[O:2][C:3]1[CH:4]=[CH:5][C:6]2[O:10][C:9]([CH2:11][CH2:12][CH2:13][CH3:14])=[CH:8][C:7]=2[CH:15]=1.[Cl-].[Al+3].[Cl-].[Cl-].Cl, predict the reaction product. The product is: [OH:2][C:3]1[CH:4]=[CH:5][C:6]2[O:10][C:9]([CH2:11][CH2:12][CH2:13][CH3:14])=[CH:8][C:7]=2[CH:15]=1. (6) Given the reactants [CH3:1][C:2]([CH3:39])([C@H:4]([N:7]([C:20](=[O:38])[C:21]1[CH:26]=[CH:25][C:24]([CH:27]=O)=[C:23]([B:29]2[O:33]C(C)(C)C(C)(C)[O:30]2)[CH:22]=1)[NH:8][C:9](=[O:19])[C:10]1[CH:15]=[CH:14][CH:13]=[C:12]([O:16][CH3:17])[C:11]=1[CH3:18])[CH2:5][CH3:6])[CH3:3].Cl.[NH2:41]O, predict the reaction product. The product is: [CH3:1][C:2]([CH3:39])([C@H:4]([N:7]([C:20]([C:21]1[CH:26]=[CH:25][C:24]2[CH:27]=[N:41][O:30][B:29]([OH:33])[C:23]=2[CH:22]=1)=[O:38])[NH:8][C:9](=[O:19])[C:10]1[CH:15]=[CH:14][CH:13]=[C:12]([O:16][CH3:17])[C:11]=1[CH3:18])[CH2:5][CH3:6])[CH3:3]. (7) Given the reactants C(N(CC)CC)C.[NH2:8][N:9]1[CH:13]=[CH:12][CH:11]=[C:10]1[C:14]([NH2:16])=[O:15].[Br:17][C:18]1[CH:26]=[CH:25][C:21]([C:22](Cl)=[O:23])=[CH:20][CH:19]=1, predict the reaction product. The product is: [Br:17][C:18]1[CH:26]=[CH:25][C:21]([C:22]([NH:8][N:9]2[CH:13]=[CH:12][CH:11]=[C:10]2[C:14]([NH2:16])=[O:15])=[O:23])=[CH:20][CH:19]=1.